Dataset: Catalyst prediction with 721,799 reactions and 888 catalyst types from USPTO. Task: Predict which catalyst facilitates the given reaction. (1) Reactant: [C:1](Cl)([O:3][CH2:4][CH:5]1[C:17]2[C:12](=[CH:13][CH:14]=[CH:15][CH:16]=2)[C:11]2[C:6]1=[CH:7][CH:8]=[CH:9][CH:10]=2)=[O:2].Cl.[C:20]1([S:26]([N:29]2[C:33]3=[N:34][CH:35]=[C:36]([N+:45]([O-:47])=[O:46])[C:37]([NH:38][CH:39]4[CH2:44][CH2:43][CH2:42][NH:41][CH2:40]4)=[C:32]3[CH:31]=[CH:30]2)(=[O:28])=[O:27])[CH:25]=[CH:24][CH:23]=[CH:22][CH:21]=1.C(N(C(C)C)CC)(C)C. Product: [CH:16]1[C:17]2[CH:5]([CH2:4][O:3][C:1]([N:41]3[CH2:42][CH2:43][CH2:44][CH:39]([NH:38][C:37]4[C:36]([N+:45]([O-:47])=[O:46])=[CH:35][N:34]=[C:33]5[N:29]([S:26]([C:20]6[CH:25]=[CH:24][CH:23]=[CH:22][CH:21]=6)(=[O:28])=[O:27])[CH:30]=[CH:31][C:32]=45)[CH2:40]3)=[O:2])[C:6]3[C:11](=[CH:10][CH:9]=[CH:8][CH:7]=3)[C:12]=2[CH:13]=[CH:14][CH:15]=1. The catalyst class is: 2. (2) Reactant: C(=O)([O-])[O-].[Cs+].[Cs+].[NH:7]1[C:11]2[CH:12]=[CH:13][CH:14]=[CH:15][C:10]=2[N:9]=[C:8]1[C:16]([C:18]1[CH:23]=[CH:22][C:21]([OH:24])=[CH:20][CH:19]=1)=[O:17].F[C:26]1[C:31]([CH:32]2[CH2:36][N:35]([CH3:37])[C:34](=[O:38])[CH2:33]2)=[CH:30][CH:29]=[CH:28][N:27]=1. Product: [NH:7]1[C:11]2[CH:12]=[CH:13][CH:14]=[CH:15][C:10]=2[N:9]=[C:8]1[C:16]([C:18]1[CH:23]=[CH:22][C:21]([O:24][C:26]2[C:31]([CH:32]3[CH2:36][N:35]([CH3:37])[C:34](=[O:38])[CH2:33]3)=[CH:30][CH:29]=[CH:28][N:27]=2)=[CH:20][CH:19]=1)=[O:17]. The catalyst class is: 37. (3) Reactant: [CH3:1][C:2]1([CH3:25])[S:6][C@@H:5]2[C@H:7]([NH:10][C:11]([C@H:13]([NH2:21])[C:14]3[CH:19]=[CH:18][C:17]([OH:20])=[CH:16][CH:15]=3)=[O:12])[C:8](=[O:9])[N:4]2[C@H:3]1[C:22]([OH:24])=[O:23].O.O.O.C(=O)([O-])[O-].[Na+:33].[Na+]. The catalyst class is: 6. Product: [CH3:1][C:2]1([CH3:25])[S:6][C@@H:5]2[C@H:7]([NH:10][C:11]([C@H:13]([NH2:21])[C:14]3[CH:15]=[CH:16][C:17]([OH:20])=[CH:18][CH:19]=3)=[O:12])[C:8](=[O:9])[N:4]2[C@H:3]1[C:22]([O-:24])=[O:23].[Na+:33]. (4) Reactant: [NH2:1][CH2:2][CH2:3][C:4]1([CH2:10][CH2:11][N:12]2[CH2:17][CH2:16][CH:15]([N:18]([C:26]3[CH:31]=[CH:30][C:29]([CH3:32])=[CH:28][CH:27]=3)[C:19]([C:21]3[O:22][CH:23]=[CH:24][CH:25]=3)=[O:20])[CH2:14][CH2:13]2)[CH2:9][CH2:8][CH2:7][CH2:6][CH2:5]1.N12CCN(CC1)CC2.[C:41]1([CH3:51])[CH:46]=[CH:45][C:44]([S:47](Cl)(=[O:49])=[O:48])=[CH:43][CH:42]=1. Product: [C:41]1([CH3:51])[CH:46]=[CH:45][C:44]([S:47]([NH:1][CH2:2][CH2:3][C:4]2([CH2:10][CH2:11][N:12]3[CH2:17][CH2:16][CH:15]([N:18]([C:26]4[CH:27]=[CH:28][C:29]([CH3:32])=[CH:30][CH:31]=4)[C:19]([C:21]4[O:22][CH:23]=[CH:24][CH:25]=4)=[O:20])[CH2:14][CH2:13]3)[CH2:9][CH2:8][CH2:7][CH2:6][CH2:5]2)(=[O:49])=[O:48])=[CH:43][CH:42]=1. The catalyst class is: 4. (5) Reactant: [C:1]1(B(O)O)[CH:6]=[CH:5][CH:4]=[CH:3][CH:2]=1.[Zn](C)C.CN([C@@H](C1C2C(=CC=CC=2)C=CC=1)C1C2C(=CC=CC=2)C=CC=1O)[C@H](C1C=CC=CC=1)C.[Cl:45][C:46]1[CH:53]=[CH:52][CH:51]=[CH:50][C:47]=1[CH:48]=[O:49]. Product: [Cl:45][C:46]1[CH:53]=[CH:52][CH:51]=[CH:50][C:47]=1[C@@H:48]([C:1]1[CH:6]=[CH:5][CH:4]=[CH:3][CH:2]=1)[OH:49]. The catalyst class is: 11. (6) Reactant: C([O:3][C:4](=[O:38])[CH2:5][N:6]([CH2:15][C:16]1[CH:21]=[CH:20][CH:19]=[C:18]([CH2:22][O:23][C:24]2[CH:29]=[CH:28][C:27]([C:30]3[CH:35]=[CH:34][C:33]([F:36])=[CH:32][C:31]=3[F:37])=[CH:26][CH:25]=2)[CH:17]=1)[C:7]([C:9]1[N:10]([CH3:14])[CH:11]=[CH:12][N:13]=1)=[O:8])C.[OH-].[Li+]. Product: [F:37][C:31]1[CH:32]=[C:33]([F:36])[CH:34]=[CH:35][C:30]=1[C:27]1[CH:26]=[CH:25][C:24]([O:23][CH2:22][C:18]2[CH:17]=[C:16]([CH:21]=[CH:20][CH:19]=2)[CH2:15][N:6]([CH2:5][C:4]([OH:38])=[O:3])[C:7]([C:9]2[N:10]([CH3:14])[CH:11]=[CH:12][N:13]=2)=[O:8])=[CH:29][CH:28]=1. The catalyst class is: 1. (7) Reactant: [I:1][C:2]1[CH:11]=[CH:10][C:5]2[C:6]([CH3:9])=[N:7][O:8][C:4]=2[C:3]=1[CH:12]=[O:13].[BH4-].[Na+].O.C(Cl)(Cl)Cl. Product: [I:1][C:2]1[CH:11]=[CH:10][C:5]2[C:6]([CH3:9])=[N:7][O:8][C:4]=2[C:3]=1[CH2:12][OH:13]. The catalyst class is: 5.